The task is: Predict the reactants needed to synthesize the given product.. This data is from Full USPTO retrosynthesis dataset with 1.9M reactions from patents (1976-2016). (1) The reactants are: [CH3:1][N:2]1[C:10]2[C:5](=[CH:6][C:7]([C:11]([OH:13])=O)=[CH:8][CH:9]=2)[CH:4]=[N:3]1.C1N=CN(C(N2C=NC=C2)=O)C=1.[CH2:26]([O:28][C:29](=[O:34])[CH2:30]C(O)=O)[CH3:27].CCN(CC)CC.[Mg+2].[Cl-].[Cl-].[K]. Given the product [CH3:1][N:2]1[C:10]2[C:5](=[CH:6][C:7]([C:11](=[O:13])[CH2:30][C:29]([O:28][CH2:26][CH3:27])=[O:34])=[CH:8][CH:9]=2)[CH:4]=[N:3]1, predict the reactants needed to synthesize it. (2) Given the product [CH2:1]([N:3]1[C:7]2[C:8]([C:13]3[CH:18]=[CH:17][CH:16]=[CH:15][N:14]=3)=[C:9]([F:12])[CH:10]=[CH:11][C:6]=2[N:5]=[C:4]1[C@@H:19]([NH:21][C:23]1[N:31]=[CH:30][N:29]=[C:28]2[C:24]=1[N:25]=[CH:26][NH:27]2)[CH3:20])[CH3:2], predict the reactants needed to synthesize it. The reactants are: [CH2:1]([N:3]1[C:7]2[C:8]([C:13]3[CH:18]=[CH:17][CH:16]=[CH:15][N:14]=3)=[C:9]([F:12])[CH:10]=[CH:11][C:6]=2[N:5]=[C:4]1[C@@H:19]([NH2:21])[CH3:20])[CH3:2].Cl[C:23]1[N:31]=[CH:30][N:29]=[C:28]2[C:24]=1[N:25]=[CH:26][N:27]2C1CCCCO1.CCN(C(C)C)C(C)C. (3) Given the product [Cl:5][C:6]1[O:10][C:9]([C:11]([OH:1])=[O:12])=[CH:8][CH:7]=1, predict the reactants needed to synthesize it. The reactants are: [OH-:1].[Na+].[OH-].[NH4+].[Cl:5][C:6]1[O:10][C:9]([CH:11]=[O:12])=[CH:8][CH:7]=1.